This data is from Full USPTO retrosynthesis dataset with 1.9M reactions from patents (1976-2016). The task is: Predict the reactants needed to synthesize the given product. (1) Given the product [C:1]1([S:7][C:14]2([CH2:22][C:8]([OH:11])=[O:9])[CH2:17][CH2:16][CH2:15]2)[CH:6]=[CH:5][CH:4]=[CH:3][CH:2]=1, predict the reactants needed to synthesize it. The reactants are: [C:1]1([SH:7])[CH:6]=[CH:5][CH:4]=[CH:3][CH:2]=1.[C:8]([O-:11])([O-])=[O:9].[K+].[K+].[C:14]12([CH2:22]C(NC(NC3C=CC=C4C=3C=CN=C4)=O)C3C=CC=CC=3O1)[CH2:17][CH2:16][CH2:15]2. (2) Given the product [CH3:26][Si:25]([N:9]([CH2:8][C:7]1[CH:10]=[CH:11][C:4]([C:3]#[N:2])=[CH:5][CH:6]=1)[Si:25]([CH3:28])([CH3:27])[CH3:26])([CH3:28])[CH3:27], predict the reactants needed to synthesize it. The reactants are: Cl.[NH2:2][CH2:3][C:4]1[CH:11]=[CH:10][C:7]([C:8]#[N:9])=[CH:6][CH:5]=1.C(N(CC)CC)C.FC(F)(F)S(O[Si:25]([CH3:28])([CH3:27])[CH3:26])(=O)=O. (3) Given the product [N:1]1([C@H:7]2[CH2:8][C@H:9]([O:11][C:12]3[CH:17]=[CH:16][C:15]([C:18]4[S:19][C:20]5[CH2:21][N:22]([C@@H:27]6[CH2:28][C@H:29]([OH:31])[CH2:30]6)[CH2:23][CH2:24][C:25]=5[N:26]=4)=[CH:14][CH:13]=3)[CH2:10]2)[CH2:2][CH2:3][CH2:4][CH2:5][CH2:6]1, predict the reactants needed to synthesize it. The reactants are: [N:1]1([C@H:7]2[CH2:10][C@H:9]([O:11][C:12]3[CH:17]=[CH:16][C:15]([C:18]4[S:19][C:20]5[CH2:21][N:22]([C:27]6[CH2:30][C:29](=[O:31])[CH:28]=6)[CH2:23][CH2:24][C:25]=5[N:26]=4)=[CH:14][CH:13]=3)[CH2:8]2)[CH2:6][CH2:5][CH2:4][CH2:3][CH2:2]1.[BH4-].[Na+]. (4) The reactants are: C[O:2][C:3](=O)[C:4]1[CH:9]=[C:8]([F:10])[CH:7]=[CH:6][C:5]=1[Br:11].[BH4-].[Na+].[Li+].[Cl-].Cl. Given the product [Br:11][C:5]1[CH:6]=[CH:7][C:8]([F:10])=[CH:9][C:4]=1[CH2:3][OH:2], predict the reactants needed to synthesize it. (5) Given the product [CH3:1][O:2][C:3]1[C:15]2[O:14][C:9]3([CH2:10][CH2:11][CH2:12][CH2:13]3)[CH2:8][C:7]=2[CH:6]=[C:5]([CH:16]=[C:19]([CH3:21])[CH3:20])[CH:4]=1, predict the reactants needed to synthesize it. The reactants are: [CH3:1][O:2][C:3]1[C:15]2[O:14][C:9]3([CH2:13][CH2:12][CH2:11][CH2:10]3)[CH2:8][C:7]=2[CH:6]=[C:5]([CH:16]=O)[CH:4]=1.[I-].[CH:19]([P+](C1C=CC=CC=1)(C1C=CC=CC=1)C1C=CC=CC=1)([CH3:21])[CH3:20].[H-].[Na+].[Cl-].[NH4+]. (6) Given the product [CH2:1]([O:3][C:4](=[O:24])[CH2:5][C:6]1[C:7]2[CH:14]=[CH:13][C:12]([C:26]3[CH:49]=[CH:48][C:29]([O:30][CH2:31][C:32]4[N:36]([C:37]5[C:42]([Cl:43])=[CH:41][CH:40]=[CH:39][C:38]=5[Cl:44])[N:35]=[CH:34][C:33]=4[CH:45]([CH3:46])[CH3:47])=[CH:28][C:27]=3[CH3:50])=[CH:11][C:8]=2[S:9][CH:10]=1)[CH3:2], predict the reactants needed to synthesize it. The reactants are: [CH2:1]([O:3][C:4](=[O:24])[CH2:5][C:6]1[C:7]2[CH:14]=[CH:13][C:12](B3OC(C)(C)C(C)(C)O3)=[CH:11][C:8]=2[S:9][CH:10]=1)[CH3:2].Br[C:26]1[CH:49]=[CH:48][C:29]([O:30][CH2:31][C:32]2[N:36]([C:37]3[C:42]([Cl:43])=[CH:41][CH:40]=[CH:39][C:38]=3[Cl:44])[N:35]=[CH:34][C:33]=2[CH:45]([CH3:47])[CH3:46])=[CH:28][C:27]=1[CH3:50].N#N.C1(P(C2CCCCC2)C2(OC)CC=CC(OC)=C2C2C=CC=CC=2)CCCCC1.P([O-])([O-])([O-])=O.[K+].[K+].[K+]. (7) Given the product [Cl:13][C:4]1[C:3]([CH3:14])=[C:2]([NH:16][CH3:15])[C:7]([C:8]([O:10][CH2:11][CH3:12])=[O:9])=[CH:6][N:5]=1, predict the reactants needed to synthesize it. The reactants are: Cl[C:2]1[C:7]([C:8]([O:10][CH2:11][CH3:12])=[O:9])=[CH:6][N:5]=[C:4]([Cl:13])[C:3]=1[CH3:14].[CH3:15][NH2:16].O. (8) Given the product [CH3:1][C:2]1[N:6]([CH:7]([CH3:9])[CH3:8])[C:5]([C:10]2[CH:15]=[CH:14][N:13]=[C:12]([NH:16][CH:17]3[CH2:18][CH2:19][N:20]([C:37]([O:36][CH2:34][CH3:35])=[O:38])[CH2:21][CH2:22]3)[N:11]=2)=[CH:4][N:3]=1, predict the reactants needed to synthesize it. The reactants are: [CH3:1][C:2]1[N:6]([CH:7]([CH3:9])[CH3:8])[C:5]([C:10]2[CH:15]=[CH:14][N:13]=[C:12]([NH:16][CH:17]3[CH2:22][CH2:21][N:20](S(CCCN4CCCC4)(=O)=O)[CH2:19][CH2:18]3)[N:11]=2)=[CH:4][N:3]=1.[CH2:34]([O:36][C:37](N1CCC(N)CC1)=[O:38])[CH3:35]. (9) Given the product [NH2:19][C:15]1[N:14]=[CH:13][N:12]=[C:11]2[C:16]=1[N:17]=[CH:18][N:10]2[C@@H:9]1[O:8][C@H:7]([CH2:20][C@@H:21]([NH:36][C:37]([O:39][C:40]([CH3:41])([CH3:42])[CH3:43])=[O:38])[CH2:22][CH2:23][C@H:24]([NH:28][C:29]([O:31][C:32]([CH3:33])([CH3:35])[CH3:34])=[O:30])[C:25]([OH:27])=[O:26])[C@@H:6]([OH:44])[C@H:5]1[O:4][CH2:1][CH:2]=[O:45].[C:56](#[N:58])[CH3:57].[OH2:51].[C:60]([OH:66])([C:62]([F:65])([F:64])[F:63])=[O:61], predict the reactants needed to synthesize it. The reactants are: [CH2:1]([O:4][C@H:5]1[C@H:9]([N:10]2[CH:18]=[N:17][C:16]3[C:11]2=[N:12][CH:13]=[N:14][C:15]=3[NH2:19])[O:8][C@H:7]([CH2:20][C@@H:21]([NH:36][C:37]([O:39][C:40]([CH3:43])([CH3:42])[CH3:41])=[O:38])[CH2:22][CH2:23][C@H:24]([NH:28][C:29]([O:31][C:32]([CH3:35])([CH3:34])[CH3:33])=[O:30])[C:25]([OH:27])=[O:26])[C@H:6]1[OH:44])[CH:2]=C.[O:45]1CCCC1.I([O-])(=O)(=O)=[O:51].[Na+].[C:56](#[N:58])[CH3:57].O.[C:60]([OH:66])([C:62]([F:65])([F:64])[F:63])=[O:61]. (10) Given the product [C:1]([O:5][C:6]([N:8]1[C@H:12]([C:13]2[CH:14]=[CH:15][CH:16]=[CH:17][CH:18]=2)[CH2:11][CH2:10][C@@H:9]1[CH2:19][OH:20])=[O:7])([CH3:4])([CH3:3])[CH3:2], predict the reactants needed to synthesize it. The reactants are: [C:1]([O:5][C:6]([N:8]1[C@H:12]([C:13]2[CH:18]=[CH:17][CH:16]=[CH:15][CH:14]=2)[CH2:11][CH2:10][C@@H:9]1[C:19](O)=[O:20])=[O:7])([CH3:4])([CH3:3])[CH3:2].CN1CCOCC1.ClC(OCC(C)C)=O.[BH4-].[Na+].